This data is from Forward reaction prediction with 1.9M reactions from USPTO patents (1976-2016). The task is: Predict the product of the given reaction. (1) Given the reactants Br[C:2]1[CH:15]=[CH:14][CH:13]=[C:12]([O:16][CH3:17])[C:3]=1[CH2:4][CH:5]1[CH2:9][O:8][C:7]([CH3:11])([CH3:10])[O:6]1.[C:18]([N:28]1[CH2:33][CH2:32][NH:31][CH2:30][CH2:29]1)([O:20][CH2:21][C:22]1[CH:27]=[CH:26][CH:25]=[CH:24][CH:23]=1)=[O:19].CC(C)([O-])C.[Na+], predict the reaction product. The product is: [CH2:21]([O:20][C:18]([N:28]1[CH2:33][CH2:32][N:31]([C:2]2[CH:15]=[CH:14][CH:13]=[C:12]([O:16][CH3:17])[C:3]=2[CH2:4][CH:5]2[CH2:9][O:8][C:7]([CH3:11])([CH3:10])[O:6]2)[CH2:30][CH2:29]1)=[O:19])[C:22]1[CH:27]=[CH:26][CH:25]=[CH:24][CH:23]=1. (2) Given the reactants [Br:1][C:2]1[CH:7]=[CH:6][N:5]=[C:4]([CH3:8])[CH:3]=1.[CH3:9][O:10][C:11]1[CH:20]=[CH:19][C:14]([C:15](OC)=[O:16])=[CH:13][CH:12]=1.C[Si]([N-][Si](C)(C)C)(C)C.[Li+].[Cl-].[NH4+], predict the reaction product. The product is: [Br:1][C:2]1[CH:7]=[CH:6][N:5]=[C:4]([CH2:8][C:15]([C:14]2[CH:19]=[CH:20][C:11]([O:10][CH3:9])=[CH:12][CH:13]=2)=[O:16])[CH:3]=1.